This data is from Reaction yield outcomes from USPTO patents with 853,638 reactions. The task is: Predict the reaction yield, written as a fraction of the theoretical maximum amount of product (1.0 means a 100% yield; for example, 0.34 means a 34% yield). (1) The reactants are [OH:1]/[N:2]=[C:3](\Cl)/[C:4]1[CH:9]=[CH:8][CH:7]=[C:6]([F:10])[CH:5]=1.[C:12]([O:17][CH2:18][CH3:19])(=[O:16])[C:13]#[C:14][CH3:15].C(N(CC)CC)C. The catalyst is C(OCC)C. The product is [CH2:18]([O:17][C:12]([C:13]1[C:3]([C:4]2[CH:9]=[CH:8][CH:7]=[C:6]([F:10])[CH:5]=2)=[N:2][O:1][C:14]=1[CH3:15])=[O:16])[CH3:19]. The yield is 0.390. (2) The reactants are [NH2:1][C:2]1[CH:7]=[CH:6][C:5]([O:8][CH3:9])=[CH:4][C:3]=1[SH:10].[Cl:11][C:12]1[C:17]([NH:18][C:19](=[O:24])[C:20]([CH3:23])([CH3:22])[CH3:21])=[CH:16][CH:15]=[C:14]([CH:25]=O)[N:13]=1.C(OCC)(=O)C. The catalyst is CS(C)=O. The product is [Cl:11][C:12]1[C:17]([NH:18][C:19](=[O:24])[C:20]([CH3:21])([CH3:22])[CH3:23])=[CH:16][CH:15]=[C:14]([C:25]2[S:10][C:3]3[CH:4]=[C:5]([O:8][CH3:9])[CH:6]=[CH:7][C:2]=3[N:1]=2)[N:13]=1. The yield is 0.630. (3) The reactants are [CH3:1][C:2]1[CH:3]=[C:4]([C:24]2[CH:25]=[C:26]([CH:30]=[O:31])[CH:27]=[N:28][CH:29]=2)[CH:5]=[C:6]2[C:10]=1[C:9](=[O:11])[N:8]([CH2:12][C:13]1[CH:18]=[CH:17][C:16]([O:19][C:20]([F:23])([F:22])[F:21])=[CH:15][CH:14]=1)[CH2:7]2.[BH4-].[Na+].O. The catalyst is C(O)C. The product is [OH:31][CH2:30][C:26]1[CH:25]=[C:24]([C:4]2[CH:5]=[C:6]3[C:10](=[C:2]([CH3:1])[CH:3]=2)[C:9](=[O:11])[N:8]([CH2:12][C:13]2[CH:14]=[CH:15][C:16]([O:19][C:20]([F:22])([F:23])[F:21])=[CH:17][CH:18]=2)[CH2:7]3)[CH:29]=[N:28][CH:27]=1. The yield is 0.680.